From a dataset of NCI-60 drug combinations with 297,098 pairs across 59 cell lines. Regression. Given two drug SMILES strings and cell line genomic features, predict the synergy score measuring deviation from expected non-interaction effect. (1) Drug 1: C#CCC(CC1=CN=C2C(=N1)C(=NC(=N2)N)N)C3=CC=C(C=C3)C(=O)NC(CCC(=O)O)C(=O)O. Drug 2: CS(=O)(=O)OCCCCOS(=O)(=O)C. Cell line: SW-620. Synergy scores: CSS=15.2, Synergy_ZIP=-5.80, Synergy_Bliss=-1.16, Synergy_Loewe=0.221, Synergy_HSA=1.02. (2) Drug 1: CN1CCC(CC1)COC2=C(C=C3C(=C2)N=CN=C3NC4=C(C=C(C=C4)Br)F)OC. Drug 2: C1=NC2=C(N=C(N=C2N1C3C(C(C(O3)CO)O)F)Cl)N. Cell line: MDA-MB-231. Synergy scores: CSS=27.7, Synergy_ZIP=0.805, Synergy_Bliss=0.256, Synergy_Loewe=-4.22, Synergy_HSA=3.28. (3) Drug 1: C1=CC(=CC=C1CC(C(=O)O)N)N(CCCl)CCCl.Cl. Drug 2: C#CCC(CC1=CN=C2C(=N1)C(=NC(=N2)N)N)C3=CC=C(C=C3)C(=O)NC(CCC(=O)O)C(=O)O. Cell line: OVCAR-5. Synergy scores: CSS=0.879, Synergy_ZIP=-2.46, Synergy_Bliss=-5.83, Synergy_Loewe=-7.98, Synergy_HSA=-7.96. (4) Cell line: HS 578T. Synergy scores: CSS=-0.745, Synergy_ZIP=2.17, Synergy_Bliss=-2.19, Synergy_Loewe=-5.77, Synergy_HSA=-5.30. Drug 1: C1CC(=O)NC(=O)C1N2CC3=C(C2=O)C=CC=C3N. Drug 2: C1=CC(=CC=C1C#N)C(C2=CC=C(C=C2)C#N)N3C=NC=N3. (5) Drug 1: C1=CC(=CC=C1CCCC(=O)O)N(CCCl)CCCl. Drug 2: CCC(=C(C1=CC=CC=C1)C2=CC=C(C=C2)OCCN(C)C)C3=CC=CC=C3.C(C(=O)O)C(CC(=O)O)(C(=O)O)O. Cell line: A549. Synergy scores: CSS=39.3, Synergy_ZIP=0.691, Synergy_Bliss=0.447, Synergy_Loewe=0.282, Synergy_HSA=1.40. (6) Drug 1: CC1=C2C(C(=O)C3(C(CC4C(C3C(C(C2(C)C)(CC1OC(=O)C(C(C5=CC=CC=C5)NC(=O)OC(C)(C)C)O)O)OC(=O)C6=CC=CC=C6)(CO4)OC(=O)C)OC)C)OC. Drug 2: CC12CCC3C(C1CCC2O)C(CC4=C3C=CC(=C4)O)CCCCCCCCCS(=O)CCCC(C(F)(F)F)(F)F. Cell line: SK-MEL-2. Synergy scores: CSS=38.5, Synergy_ZIP=0.722, Synergy_Bliss=-0.874, Synergy_Loewe=-32.8, Synergy_HSA=-0.939. (7) Drug 1: CCC1=CC2CC(C3=C(CN(C2)C1)C4=CC=CC=C4N3)(C5=C(C=C6C(=C5)C78CCN9C7C(C=CC9)(C(C(C8N6C)(C(=O)OC)O)OC(=O)C)CC)OC)C(=O)OC.C(C(C(=O)O)O)(C(=O)O)O. Drug 2: C1=NC2=C(N1)C(=S)N=C(N2)N. Cell line: SF-295. Synergy scores: CSS=36.7, Synergy_ZIP=-2.63, Synergy_Bliss=-2.66, Synergy_Loewe=-2.43, Synergy_HSA=1.74.